Dataset: Human Reference Interactome with 51,813 positive PPI pairs across 8,248 proteins, plus equal number of experimentally-validated negative pairs. Task: Binary Classification. Given two protein amino acid sequences, predict whether they physically interact or not. (1) Protein 2 (ENSG00000131381) has sequence MASLDDPGEVREGFLCPLCLKDLQSFYQLHSHYEEEHSGEDRDVKGQIKSLVQKAKKAKDRLLKREGDDRAESGTQGYESFSYGGVDPYMWEPQELGAVRSHLSDFKKHRAARIDHYVVEVNKLIIRLEKLTAFDRTNTESAKIRAIEKSVVPWVNDQDVPFCPDCGNKFSIRNRRHHCRLCGSIMCKKCMELISLPLANKLTSASKESLSTHTSPSQSPNSVHGSRRGSISSMSSVSSVLDEKDDDRIRCCTHCKDTLLKREQQIDEKEHTPDIVKLYEKLRLCMEKVDQKAPEYIRMA.... Result: 0 (the proteins do not interact). Protein 1 (ENSG00000254647) has sequence MALWMRLLPLLALLALWGPDPAAAFVNQHLCGSHLVEALYLVCGERGFFYTPKTRREAEDLQVGQVELGGGPGAGSLQPLALEGSLQKRGIVEQCCTSICSLYQLENYCN*MALWMRLLPLLALLALWGPDPAAAFVNQHLCGSHLVEALYLVCGERGFFYTPKTRREAEDLQAGELLQLDAARRQPHTRRLLHRERWNKALEMALWMRLLPLLALLALWGPDPAAAFVNQHLCGSHLVEALYLVCGERGFFYTPKTRREAEDLQGSLQPLALEGSLQKRGIVEQCCTSICSLYQLENYC.... (2) Protein 1 (ENSG00000110934) has sequence MAEGKAGGAAGLFAKQVQKKFSRAQEKVLQKLGKAVETKDERFEQSASNFYQQQAEGHKLYKDLKNFLSAVKVMHESSKRVSETLQEIYSSEWDGHEELKAIVWERIAKRGRKLVDYDSARHHLEAVQNAKKKDEAKTAKAEEEFNKAQTVFEDLNQELLEELPILYNSRIGCYVTIFQNISNLRDVFYREMSKLNHNLYEVMSKLEKQHSNKVFVVKGLSSSSRRSLVISPPVRTATVSSPLTSPTSPSTLSLKSESESVSATEDLAPDAAQGEDNSEIKELLEEEEIEKEGSEASSSE.... Protein 2 (ENSG00000168434) has sequence MDFSKFLADDFDVKEWINAAFRAGSKEAASGKADGHAATLVMKLQLFIQEVNHAVEETSHQALQNMPKVLRDVEALKQEASFLKEQMILVKEDIKKFEQDTSQSMQVLVEIDQVKSRMQLAAESLQEADKWSTLSADIEETFKTQDIAVISAKLTGMQNSLMMLVDTPDYSEKCVHLEALKNRLEALASPQIVAAFTSQAVDQSKVFVKVFTEIDRMPQLLAYYYKCHKVQLLAAWQELCQSDLSLDRQLTGLYDALLGAWHTQIQWATQVFQKPHEVVMVLLIQTLGALMPSLPSCLSN.... Result: 0 (the proteins do not interact). (3) Protein 1 (ENSG00000167182) has sequence MSDPQTSMAATAAVSPSDYLQPAASTTQDSQPSPLALLAATCSKIGPPAVEAAVTPPAPPQPTPRKLVPIKPAPLPLSPGKNSFGILSSKGNILQIQGSQLSASYPGGQLVFAIQNPTMINKGTRSNANIQYQAVPQIQASNSQTIQVQPNLTNQIQIIPGTNQAIITPSPSSHKPVPIKPAPIQKSSTTTTPVQSGANVVKLTGGGGNVTLTLPVNNLVNASDTGAPTQLLTESPPTPLSKTNKKARKKSLPASQPPVAVAEQVETVLIETTADNIIQAGNNLLIVQSPGGGQPAVVQQ.... Protein 2 (ENSG00000111725) has sequence MGNTSSERAALERHGGHKTPRRDSSGGTKDGDRPKILMDSPEDADLFHSEEIKAPEKEEFLAWQHDLEVNDKAPAQARPTVFRWTGGGKEVYLSGSFNNWSKLPLTRSHNNFVAILDLPEGEHQYKFFVDGQWTHDPSEPIVTSQLGTVNNIIQVKKTDFEVFDALMVDSQKCSDVSELSSSPPGPYHQEPYVCKPEERFRAPPILPPHLLQVILNKDTGISCDPALLPEPNHVMLNHLYALSIKDGVMVLSATHRYKKKYVTTLLYKPI*MVDSQKCSDVSELSSSPPGPYHQEPYVCK.... Result: 0 (the proteins do not interact). (4) Protein 1 (ENSG00000159596) has sequence MLRFIQKFSQASSKILKYSFPVGLRTSRTDILSLKMSLQQNFSPCPRPWLSSSFPAYMSKTQCYHTSPCSFKKQQKQALLARPSSTITYLTDSPKPALCVTLAGLIPFVAPPLVMLMTKTYIPILAFTQMAYGASFLSFLGGIRWGFALPEGSPAKPDYLNLASSAAPLFFSWFAFLISERLSEAIVTVIMGMGVAFHLELFLLPHYPNWFKALRIVVTLLATFSFIITLVVKSSFPEKGHKRPGQV*. Protein 2 (ENSG00000163995) has sequence MSAVSQPQAAPSPLEKSPSTAILCNTCGNVCKGEVLRVQDKYFHIKCFVCKACGCDLAEGGFFVRQGEYICTLDYQRLYGTRCFSCDQFIEGEVVSALGKTYHPDCFVCAVCRLPFPPGDRVTFNGKECMCQKCSLPVSVGSSAHLSQGLRSCGGCGTEIKNGQALVALDKHWHLGCFKCKSCGKLLNAEYISKDGLPYCEADYHAKFGIRCDSCEKYITGRVLEAGEKHYHPSCALCVRCGQMFAEGEEMYLQGSSIWHPACRQAARTEDRNKETRTSSESIISVPASSTSGSPSRVIY.... Result: 0 (the proteins do not interact). (5) Protein 1 (ENSG00000144857) has sequence MLRGTMTAWRGMRPEVTLACLLLATAGCFADLNEVPQVTVQPASTVQKPGGTVILGCVVEPPRMNVTWRLNGKELNGSDDALGVLITHGTLVITALNNHTVGRYQCVARMPAGAVASVPATVTLANLQDFKLDVQHVIEVDEGNTAVIACHLPESHPKAQVRYSVKQEWLEASRGNYLIMPSGNLQIVNASQEDEGMYKCAAYNPVTQEVKTSGSSDRLRVRRSTAEAARIIYPPEAQTIIVTKGQSLILECVASGIPPPRVTWAKDGSSVTGYNKTRFLLSNLLIDTTSEEDSGTYRCM.... Protein 2 (ENSG00000092208) has sequence MRRAELAGLKTMAWVPAESAVEELMPRLLPVEPCDLTEGFDPSVPPRTPQEYLRRVQIEAAQCPDVVVAQIDPKKLKRKQSVNISLSGCQPAPEGYSPTLQWQQQQVAQFSTVRQNVNKHRSHWKSQQLDSNVTMPKSEDEEGWKKFCLGEKLCADGAVGPATNESPGIDYVQATVTSVLEYLSNWFGERDFTPELGRWLYALLACLEKPLLPEAHSLIRQLARRCSEVRLLVDSKDDERVPALNLLICLVSRYFDQRDLADEPS*MRRAELAGLKTMAWVPAESAVEELMPRLLPVEPC.... Result: 0 (the proteins do not interact). (6) Protein 1 (ENSG00000044446) has sequence MRSRSNSGVRLDGYARLVQQTILCYQNPVTGLLSASHEQKDAWVRDNIYSILAVWGLGMAYRKNADRDEDKAKAYELEQNVVKLMRGLLQCMMRQVAKVEKFKHTQSTKDSLHAKYNTATCGTVVGDDQWGHLQVDATSLFLLFLAQMTASGLRIIFTLDEVAFIQNLVFYIEAAYKVADYGMWERGDKTNQGIPELNASSVGMAKAALEAIDELDLFGAHGGRKSVIHVLPDEVEHCQSILFSMLPRASTSKEIDAGLLSIISFPAFAVEDVNLVNVTKNEIISKLQGRYGCCRFLRDG.... Protein 2 (ENSG00000103365) has sequence MAATAVAAAVAGTESAQGPPGPAASLELWLNKATDPSMSEQDWSAIQNFCEQVNTDPNGPTHAPWLLAHKIQSPQEKEALYALTVLEMCMNHCGEKFHSEVAKFRFLNELIKVLSPKYLGSWATGKVKGRVIEILFSWTVWFPEDIKIRDAYQMLKKQGIIKQDPKLPVDKILPPPSPWPKSSIFDADEEKSKLLTRLLKSNHPEDLQAANRLIKNLVKEEQEKSEKVSKRVSAVEEVRSHVKVLQEMLSMYRRPGQAPPDQEALQVVYERCEKLRPTLFRLASDTTDDDDALAEILQAN.... Result: 0 (the proteins do not interact). (7) Protein 1 (ENSG00000185338) has sequence MVAHNQVAADNAVSTAAEPRRRPEPSSSSSSSPAAPARPRPCPAVPAPAPGDTHFRTFRSHADYRRITRASALLDACGFYWGPLSVHGAHERLRAEPVGTFLVRDSRQRNCFFALSVKMASGPTSIRVHFQAGRFHLDGSRESFDCLFELLEHYVAAPRRMLGAPLRQRRVRPLQELCRQRIVATVGRENLARIPLNPVLRDYLSSFPFQI*. Protein 2 (ENSG00000126259) has sequence MLRMRVPALLVLLFCFRGRAGPSPHFLQQPEDLVVLLGEEARLPCALGAYWGLVQWTKSGLALGGQRDLPGWSRYWISGNAANGQHDLHIRPVELEDEASYECQATQAGLRSRPAQLHVLVPPEAPQVLGGPSVSLVAGVPANLTCRSRGDARPTPELLWFRDGVLLDGATFHQTLLKEGTPGSVESTLTLTPFSHDDGATFVCRARSQALPTGRDTAITLSLQYPPEVTLSASPHTVQEGEKVIFLCQATAQPPVTGYRWAKGGSPVLGARGPRLEVVADASFLTEPVSCEVSNAVGSA.... Result: 0 (the proteins do not interact).